Task: Predict the product of the given reaction.. Dataset: Forward reaction prediction with 1.9M reactions from USPTO patents (1976-2016) The product is: [CH2:30]([O:26][C:5]1[CH:6]=[C:7]([C:10]2[O:11][CH:12]=[C:13]([CH2:15][NH:16][C:17](=[O:25])[C:18]3[C:23]([CH3:24])=[CH:22][CH:21]=[CH:20][N:19]=3)[N:14]=2)[CH:8]=[CH:9][C:4]=1[O:3][CH:2]([F:1])[F:27])[CH:29]=[CH2:28]. Given the reactants [F:1][CH:2]([F:27])[O:3][C:4]1[CH:9]=[CH:8][C:7]([C:10]2[O:11][CH:12]=[C:13]([CH2:15][NH:16][C:17](=[O:25])[C:18]3[C:23]([CH3:24])=[CH:22][CH:21]=[CH:20][N:19]=3)[N:14]=2)=[CH:6][C:5]=1[OH:26].[CH2:28](Br)[CH:29]=[CH2:30], predict the reaction product.